This data is from Full USPTO retrosynthesis dataset with 1.9M reactions from patents (1976-2016). The task is: Predict the reactants needed to synthesize the given product. (1) Given the product [CH3:15][C:2]1[CH:3]=[C:4]2[C:9](=[CH:10][C:11]=1[N+:12]([O-:14])=[O:13])[N:8]=[CH:7][CH:6]=[N:5]2, predict the reactants needed to synthesize it. The reactants are: Cl[C:2]1[CH:3]=[C:4]2[C:9](=[CH:10][C:11]=1[N+:12]([O-:14])=[O:13])[N:8]=[CH:7][CH:6]=[N:5]2.[CH3:15]B1OB(C)OB(C)O1.C(=O)([O-])[O-].[K+].[K+]. (2) Given the product [Br:9][C:6]1[S:5][C:4]([CH2:1][CH2:2][CH3:3])=[CH:8][CH:7]=1, predict the reactants needed to synthesize it. The reactants are: [CH2:1]([C:4]1[S:5][CH:6]=[CH:7][CH:8]=1)[CH2:2][CH3:3].[Br:9]N1C(=O)CCC1=O. (3) Given the product [O:17]([CH2:24][C:25]1[NH:27][CH:2]=[C:3]([C:5]2[CH:15]=[CH:14][C:8]([C:9]([O:11][CH2:12][CH3:13])=[O:10])=[CH:7][CH:6]=2)[N:26]=1)[C:18]1[CH:23]=[CH:22][CH:21]=[CH:20][CH:19]=1, predict the reactants needed to synthesize it. The reactants are: Br[CH2:2][C:3]([C:5]1[CH:15]=[CH:14][C:8]([C:9]([O:11][CH2:12][CH3:13])=[O:10])=[CH:7][CH:6]=1)=O.Cl.[O:17]([CH2:24][C:25](=[NH:27])[NH2:26])[C:18]1[CH:23]=[CH:22][CH:21]=[CH:20][CH:19]=1. (4) Given the product [F:21][C:22]1[CH:27]=[CH:26][C:25]([CH2:28][O:29][C:30]2[CH:38]=[CH:37][C:36]([C:39]([F:40])([F:41])[F:42])=[CH:35][C:31]=2[C:32]([NH:11][C:7]2[CH:6]=[N:5][CH:10]=[CH:9][CH:8]=2)=[O:33])=[CH:24][CH:23]=1, predict the reactants needed to synthesize it. The reactants are: C(Cl)CCl.[N:5]1[CH:10]=[CH:9][CH:8]=[C:7]([NH2:11])[CH:6]=1.C(N(C(C)C)CC)(C)C.[F:21][C:22]1[CH:27]=[CH:26][C:25]([CH2:28][O:29][C:30]2[CH:38]=[CH:37][C:36]([C:39]([F:42])([F:41])[F:40])=[CH:35][C:31]=2[C:32](O)=[O:33])=[CH:24][CH:23]=1. (5) Given the product [F:26][C:24]1[C:23]([C:27]#[C:28][C:29]2([OH:38])[CH2:30][CH:31]([CH2:33][OH:34])[CH2:32]2)=[CH:22][C:21]2[C:15]3[N:16]([CH:39]=[C:13]([C:10]([NH2:11])=[O:12])[N:14]=3)[CH2:17][CH2:18][O:19][C:20]=2[CH:25]=1, predict the reactants needed to synthesize it. The reactants are: CC(C[AlH]CC(C)C)C.[C:10]([C:13]1[N:14]=[C:15]2[C:21]3[CH:22]=[C:23]([C:27]#[C:28][C:29]4([OH:38])[CH2:32][CH:31]([C:33](OCC)=[O:34])[CH2:30]4)[C:24]([F:26])=[CH:25][C:20]=3[O:19][CH2:18][CH2:17][N:16]2[CH:39]=1)(=[O:12])[NH2:11].